Dataset: Reaction yield outcomes from USPTO patents with 853,638 reactions. Task: Predict the reaction yield, written as a fraction of the theoretical maximum amount of product (1.0 means a 100% yield; for example, 0.34 means a 34% yield). (1) The reactants are F[B-](F)(F)F.C[O+](C)C.[F:10][C:11]([F:52])([F:51])[C:12]1[CH:13]=[C:14]([C@H:22]([N:24]([CH3:50])[C:25]([N:27]2[CH2:41][CH2:40][C@@:30]3([NH:34][C:33](=O)[CH2:32][CH:31]3[C:36]([O:38][CH3:39])=[O:37])[CH2:29][C@@H:28]2[C:42]2[CH:47]=[CH:46][C:45]([F:48])=[CH:44][C:43]=2[CH3:49])=[O:26])[CH3:23])[CH:15]=[C:16]([C:18]([F:21])([F:20])[F:19])[CH:17]=1.C([BH3-])#N.[Na+].Cl.C([O-])(O)=O.[Na+]. The catalyst is ClCCl.CO. The product is [F:52][C:11]([F:10])([F:51])[C:12]1[CH:13]=[C:14]([C@H:22]([N:24]([CH3:50])[C:25]([N:27]2[CH2:41][CH2:40][C@@:30]3([NH:34][CH2:33][CH2:32][CH:31]3[C:36]([O:38][CH3:39])=[O:37])[CH2:29][C@@H:28]2[C:42]2[CH:47]=[CH:46][C:45]([F:48])=[CH:44][C:43]=2[CH3:49])=[O:26])[CH3:23])[CH:15]=[C:16]([C:18]([F:19])([F:20])[F:21])[CH:17]=1. The yield is 0.175. (2) The reactants are [C:1](O)(=[O:11])[C:2]1[CH:10]=[CH:9][C:5]([C:6]([NH2:8])=[O:7])=[CH:4][CH:3]=1.[CH2:13]1[C@H:22]2[C@H:17]([CH2:18][CH2:19][C:20]3[CH:26]=[CH:25][CH:24]=[CH:23][C:21]=32)[NH:16][CH2:15][CH2:14]1. No catalyst specified. The product is [CH2:13]1[C@H:22]2[C@H:17]([CH2:18][CH2:19][C:20]3[CH:26]=[CH:25][CH:24]=[CH:23][C:21]=32)[N:16]([C:1]([C:2]2[CH:10]=[CH:9][C:5]([C:6]([NH2:8])=[O:7])=[CH:4][CH:3]=2)=[O:11])[CH2:15][CH2:14]1. The yield is 0.580. (3) The reactants are [N:1]1([CH:7]2[CH2:12][CH2:11][N:10]([C:13]([C:15]3[CH:16]=[C:17]4[C:21](=[CH:22][CH:23]=3)[NH:20][C:19]([C:24]([N:26]3[CH2:31][CH2:30][C:29]([F:33])([F:32])[CH2:28][CH2:27]3)=[O:25])=[CH:18]4)=[O:14])[CH2:9][CH2:8]2)[CH2:6][CH2:5][CH2:4][CH2:3][CH2:2]1.[F:34][C:35]([F:46])([F:45])[C:36]1[CH:37]=[C:38](B(O)O)[CH:39]=[CH:40][CH:41]=1.N1C=CC=CC=1. The catalyst is ClCCl.C([O-])(=O)C.[Cu+2].C([O-])(=O)C. The product is [N:1]1([CH:7]2[CH2:12][CH2:11][N:10]([C:13]([C:15]3[CH:16]=[C:17]4[C:21](=[CH:22][CH:23]=3)[N:20]([C:40]3[CH:39]=[CH:38][CH:37]=[C:36]([C:35]([F:46])([F:45])[F:34])[CH:41]=3)[C:19]([C:24]([N:26]3[CH2:31][CH2:30][C:29]([F:33])([F:32])[CH2:28][CH2:27]3)=[O:25])=[CH:18]4)=[O:14])[CH2:9][CH2:8]2)[CH2:2][CH2:3][CH2:4][CH2:5][CH2:6]1. The yield is 0.660. (4) The reactants are [OH:1][C:2]1[CH:7]=[C:6]([Cl:8])[N:5]=[N:4][C:3]=1Cl.[CH:10]1([C:13]2[CH:18]=[CH:17][CH:16]=[C:15]([CH3:19])[C:14]=2[OH:20])[CH2:12][CH2:11]1.[OH-].[K+].Cl. The catalyst is CO.C(#N)C1C=CC=CC=1. The product is [Cl:8][C:6]1[N:5]=[N:4][C:3]([O:20][C:14]2[C:15]([CH3:19])=[CH:16][CH:17]=[CH:18][C:13]=2[CH:10]2[CH2:11][CH2:12]2)=[C:2]([OH:1])[CH:7]=1. The yield is 0.530. (5) The yield is 0.650. The reactants are C1(C)C(S([N:10]2[CH:14]=[CH:13][CH:12]=[C:11]2[C:15](=[O:36])[C:16]2[CH:21]=[C:20]([NH:22]C(=O)C(F)(F)F)[CH:19]=[C:18]([NH:29]C(=O)C(F)(F)F)[CH:17]=2)(=O)=O)=CC=CC=1.[OH-].[K+]. The product is [NH2:29][C:18]1[CH:17]=[C:16]([CH:21]=[C:20]([NH2:22])[CH:19]=1)[C:15]([C:11]1[NH:10][CH:14]=[CH:13][CH:12]=1)=[O:36]. The catalyst is CCO.